Dataset: Forward reaction prediction with 1.9M reactions from USPTO patents (1976-2016). Task: Predict the product of the given reaction. Given the reactants Br[C:2]1[CH:3]=[C:4]2[C:9](=[CH:10][CH:11]=1)[O:8][C:7]([C:12]1[CH:17]=[CH:16][C:15]([O:18][CH3:19])=[C:14]([O:20][CH3:21])[CH:13]=1)=[CH:6][C:5]2=[O:22].[C:23]([N:30]1[CH2:35][CH2:34][NH:33][CH2:32][CH2:31]1)([O:25][C:26]([CH3:29])([CH3:28])[CH3:27])=[O:24].COC1C=CC=C(OC)C=1C1C=CC=CC=1P(C1CCCCC1)C1CCCCC1.C([O-])([O-])=O.[Cs+].[Cs+], predict the reaction product. The product is: [CH3:21][O:20][C:14]1[CH:13]=[C:12]([C:7]2[O:8][C:9]3[C:4]([C:5](=[O:22])[CH:6]=2)=[CH:3][C:2]([N:33]2[CH2:32][CH2:31][N:30]([C:23]([O:25][C:26]([CH3:29])([CH3:28])[CH3:27])=[O:24])[CH2:35][CH2:34]2)=[CH:11][CH:10]=3)[CH:17]=[CH:16][C:15]=1[O:18][CH3:19].